This data is from Full USPTO retrosynthesis dataset with 1.9M reactions from patents (1976-2016). The task is: Predict the reactants needed to synthesize the given product. (1) Given the product [C:10]([O:13][C:14](=[O:15])[N:5]([CH2:6][CH2:7][Cl:8])[CH2:4][CH2:3][Cl:2])([CH3:12])([CH3:11])[CH3:9], predict the reactants needed to synthesize it. The reactants are: Cl.[Cl:2][CH2:3][CH2:4][NH:5][CH2:6][CH2:7][Cl:8].[CH3:9][C:10]([O:13][C:14](O[C:14]([O:13][C:10]([CH3:12])([CH3:11])[CH3:9])=[O:15])=[O:15])([CH3:12])[CH3:11]. (2) Given the product [F:18][C:19]1[CH:24]=[CH:23][C:22]([CH2:25][C:26]([NH:1][N:2]2[C:7](=[O:8])[C:6]3[S:9][CH:10]=[CH:11][C:5]=3[C:4]([C:12]3[CH:17]=[CH:16][CH:15]=[CH:14][CH:13]=3)=[N:3]2)=[O:27])=[CH:21][CH:20]=1, predict the reactants needed to synthesize it. The reactants are: [NH2:1][N:2]1[C:7](=[O:8])[C:6]2[S:9][CH:10]=[CH:11][C:5]=2[C:4]([C:12]2[CH:17]=[CH:16][CH:15]=[CH:14][CH:13]=2)=[N:3]1.[F:18][C:19]1[CH:24]=[CH:23][C:22]([CH2:25][C:26](O)=[O:27])=[CH:21][CH:20]=1. (3) Given the product [F:1][C:2]1[CH:7]=[C:6]([N:29]2[CH2:34][CH2:33][O:32][CH2:31][C:30]2=[O:35])[CH:5]=[CH:4][C:3]=1[N:9]1[CH:14]=[C:13]([O:15][CH3:16])[C:12](=[O:17])[C:11]([C:18]2[N:22]([C:23]3[CH:28]=[CH:27][CH:26]=[CH:25][CH:24]=3)[N:21]=[CH:20][CH:19]=2)=[N:10]1, predict the reactants needed to synthesize it. The reactants are: [F:1][C:2]1[CH:7]=[C:6](I)[CH:5]=[CH:4][C:3]=1[N:9]1[CH:14]=[C:13]([O:15][CH3:16])[C:12](=[O:17])[C:11]([C:18]2[N:22]([C:23]3[CH:28]=[CH:27][CH:26]=[CH:25][CH:24]=3)[N:21]=[CH:20][CH:19]=2)=[N:10]1.[NH:29]1[CH2:34][CH2:33][O:32][CH2:31][C:30]1=[O:35].N[C@@H]1CCCC[C@H]1N.[O-]P([O-])([O-])=O.[K+].[K+].[K+].